Dataset: Catalyst prediction with 721,799 reactions and 888 catalyst types from USPTO. Task: Predict which catalyst facilitates the given reaction. (1) Reactant: C[Si]([N-][Si](C)(C)C)(C)C.[Li+].[CH3:11][O:12][C:13]1[CH:30]=[CH:29][C:28]2[C@@H:27]3[C@H:18]([C@@H:19]4[C@@:23]([CH2:25][CH2:26]3)([CH3:24])[C:22](=[O:31])[C@@H:21]([CH3:32])[CH2:20]4)[C@H:17]([CH3:33])[CH2:16][C:15]=2[CH:14]=1. Product: [CH3:11][O:12][C:13]1[CH:30]=[CH:29][C:28]2[C@@H:27]3[C@H:18]([C@@H:19]4[C@@:23]([CH2:25][CH2:26]3)([CH3:24])[C:22](=[O:31])[C@H:21]([CH3:32])[CH2:20]4)[C@H:17]([CH3:33])[CH2:16][C:15]=2[CH:14]=1. The catalyst class is: 7. (2) Reactant: C(OC([NH:8][CH2:9][C:10]([C:13]1[CH:22]=[C:21]2[C:16]([CH:17]=[C:18]([C:27]([O:29][CH2:30][CH3:31])=[O:28])[CH:19]([C:23]([F:26])([F:25])[F:24])[O:20]2)=[CH:15][CH:14]=1)([CH3:12])[CH3:11])=O)(C)(C)C.[Cl:32]Cl. Product: [ClH:32].[Cl:32][C:14]1[CH:15]=[C:16]2[C:21](=[CH:22][C:13]=1[C:10]([CH3:12])([CH3:11])[CH2:9][NH2:8])[O:20][CH:19]([C:23]([F:26])([F:25])[F:24])[C:18]([C:27]([O:29][CH2:30][CH3:31])=[O:28])=[CH:17]2. The catalyst class is: 52. (3) Reactant: Cl[C:2]1[N:7]=[CH:6][C:5]([O:8][CH2:9][CH2:10][C@H:11]([CH:13]2[CH2:18][CH2:17][N:16]([C:19]3[O:23][N:22]=[C:21]([CH:24]([CH3:26])[CH3:25])[N:20]=3)[CH2:15][CH2:14]2)[CH3:12])=[CH:4][N:3]=1.Cl.C1C2C(COC(=O)[NH:44][C@H:45]3[C@H:49]([C:50]4[CH:55]=[CH:54][CH:53]=[CH:52][C:51]=4[F:56])[CH2:48][NH:47][CH2:46]3)C3C(=CC=CC=3)C=2C=CC=1.CC(OC)(C)C. Product: [F:56][C:51]1[CH:52]=[CH:53][CH:54]=[CH:55][C:50]=1[C@@H:49]1[CH2:48][N:47]([C:2]2[N:7]=[CH:6][C:5]([O:8][CH2:9][CH2:10][C@H:11]([CH:13]3[CH2:18][CH2:17][N:16]([C:19]4[O:23][N:22]=[C:21]([CH:24]([CH3:26])[CH3:25])[N:20]=4)[CH2:15][CH2:14]3)[CH3:12])=[CH:4][N:3]=2)[CH2:46][C@H:45]1[NH2:44]. The catalyst class is: 5. (4) Product: [Cl:22][C:23]1[CH:28]=[CH:27][C:26]([S:29]([N:6]2[CH2:5][CH2:4][NH:3][C@H:2]([CH3:1])[CH2:7]2)(=[O:31])=[O:30])=[CH:25][CH:24]=1. Reactant: [CH3:1][C@@H:2]1[CH2:7][NH:6][CH2:5][CH2:4][N:3]1C(OC(C)(C)C)=O.C(N(CC)CC)C.[Cl:22][C:23]1[CH:28]=[CH:27][C:26]([S:29](Cl)(=[O:31])=[O:30])=[CH:25][CH:24]=1. The catalyst class is: 2. (5) Reactant: [Cl:1][C:2]1[CH:21]=[C:20]([C:22]([F:25])([F:24])[F:23])[CH:19]=[CH:18][C:3]=1[CH2:4][N:5]1[C:9]([C:10](OCC)=[O:11])=[CH:8][C:7]([CH:15]([CH3:17])[CH3:16])=[N:6]1.[H-].C([Al+]CC(C)C)C(C)C.CO.[C@H](O)(C([O-])=O)[C@@H](O)C([O-])=O.[Na+].[K+]. Product: [Cl:1][C:2]1[CH:21]=[C:20]([C:22]([F:25])([F:23])[F:24])[CH:19]=[CH:18][C:3]=1[CH2:4][N:5]1[C:9]([CH2:10][OH:11])=[CH:8][C:7]([CH:15]([CH3:17])[CH3:16])=[N:6]1. The catalyst class is: 207. (6) Reactant: C(O[CH:4]=[C:5]([C:8]#[N:9])[C:6]#[N:7])C.[CH:10]([O:13][CH2:14][CH2:15][CH2:16][NH2:17])([CH3:12])[CH3:11].C(=O)([O-])[O-].[Cs+].[Cs+].Br[CH2:25][C:26]([O:28][CH3:29])=[O:27]. Product: [NH2:9][C:8]1[C:5]([C:6]#[N:7])=[CH:4][N:17]([CH2:16][CH2:15][CH2:14][O:13][CH:10]([CH3:12])[CH3:11])[C:25]=1[C:26]([O:28][CH3:29])=[O:27]. The catalyst class is: 10. (7) Reactant: [OH:1][C:2]1[CH:3]=[C:4]([CH:9]=[C:10]([OH:12])[CH:11]=1)[C:5]([O:7][CH3:8])=[O:6].[CH2:13](Br)[C:14]1[CH:19]=[CH:18][CH:17]=[CH:16][CH:15]=1.C(=O)([O-])[O-].[K+].[K+]. Product: [CH2:13]([O:1][C:2]1[CH:3]=[C:4]([CH:9]=[C:10]([OH:12])[CH:11]=1)[C:5]([O:7][CH3:8])=[O:6])[C:14]1[CH:19]=[CH:18][CH:17]=[CH:16][CH:15]=1. The catalyst class is: 9. (8) Reactant: [Cl:1][C:2]1[CH:3]=[CH:4][C:5]([NH:8][C:9]([C:11]2[CH:23]=[CH:22][C:14]([C:15]([O:17]C(C)(C)C)=[O:16])=[CH:13][C:12]=2[NH:24][C:25]([C@H:27]2[CH2:32][CH2:31][C@H:30]([N:33]3[CH2:38][CH2:37][O:36][CH2:35][C:34]3=[O:39])[CH2:29][CH2:28]2)=[O:26])=[O:10])=[N:6][CH:7]=1.Cl.O1CCOCC1.C(OC(C)C)(C)C. Product: [Cl:1][C:2]1[CH:3]=[CH:4][C:5]([NH:8][C:9]([C:11]2[CH:23]=[CH:22][C:14]([C:15]([OH:17])=[O:16])=[CH:13][C:12]=2[NH:24][C:25]([C@H:27]2[CH2:32][CH2:31][C@H:30]([N:33]3[CH2:38][CH2:37][O:36][CH2:35][C:34]3=[O:39])[CH2:29][CH2:28]2)=[O:26])=[O:10])=[N:6][CH:7]=1. The catalyst class is: 22. (9) Reactant: Br[C:2]1[CH:7]=[C:6]([N:8]2[CH:12]=[N:11][N:10]=[N:9]2)[CH:5]=[CH:4][C:3]=1[CH2:13][C:14]([N:16]1[CH2:21][CH2:20][N:19]([CH2:22][CH2:23][C:24]2[CH:33]=[CH:32][C:27]3[C:28](=[O:31])[O:29][CH2:30][C:26]=3[CH:25]=2)[CH2:18][CH2:17]1)=[O:15].[C:34]1(B(O)O)[CH:39]=[CH:38][CH:37]=[CH:36][CH:35]=1.C([O-])([O-])=O.[Na+].[Na+]. Product: [N:8]1([C:6]2[CH:5]=[CH:4][C:3]([CH2:13][C:14]([N:16]3[CH2:21][CH2:20][N:19]([CH2:22][CH2:23][C:24]4[CH:33]=[CH:32][C:27]5[C:28](=[O:31])[O:29][CH2:30][C:26]=5[CH:25]=4)[CH2:18][CH2:17]3)=[O:15])=[C:2]([C:34]3[CH:39]=[CH:38][CH:37]=[CH:36][CH:35]=3)[CH:7]=2)[CH:12]=[N:11][N:10]=[N:9]1. The catalyst class is: 234. (10) The catalyst class is: 388. Product: [C:5]1([C:11]([C:13]2[CH:14]=[C:15]([OH:19])[CH:16]=[CH:17][CH:18]=2)=[CH2:1])[CH:6]=[CH:7][CH:8]=[CH:9][CH:10]=1. Reactant: [CH3:1][Al](C)C.[C:5]1([C:11]([C:13]2[CH:18]=[CH:17][CH:16]=[C:15]([O:19]COCC[Si](C)(C)C)[CH:14]=2)=O)[CH:10]=[CH:9][CH:8]=[CH:7][CH:6]=1.O.Cl.